From a dataset of Catalyst prediction with 721,799 reactions and 888 catalyst types from USPTO. Predict which catalyst facilitates the given reaction. (1) Reactant: [Cl:1][C:2]1[CH:3]=[C:4]([C:10]2[N:11]=[C:12]([CH3:31])[C:13]3[CH2:18][CH2:17][N:16]([C:19]4[CH:24]=[CH:23][C:22]([CH2:25][C:26]([O:28][CH2:29][CH3:30])=[O:27])=[CH:21][CH:20]=4)[C:14]=3[N:15]=2)[CH:5]=[CH:6][C:7]=1[O:8][CH3:9]. Product: [Cl:1][C:2]1[CH:3]=[C:4]([C:10]2[N:11]=[C:12]([CH3:31])[C:13]3[CH:18]=[CH:17][N:16]([C:19]4[CH:24]=[CH:23][C:22]([CH2:25][C:26]([O:28][CH2:29][CH3:30])=[O:27])=[CH:21][CH:20]=4)[C:14]=3[N:15]=2)[CH:5]=[CH:6][C:7]=1[O:8][CH3:9]. The catalyst class is: 784. (2) Reactant: [C:1]([CH2:3][CH:4]([N:23]1[CH:27]=[C:26]([C:28]2[C:29]3[CH:36]=[CH:35][N:34](COCC[Si](C)(C)C)[C:30]=3[N:31]=[CH:32][N:33]=2)[CH:25]=[N:24]1)[CH2:5][N:6]1[CH2:11][CH2:10][CH:9]([O:12][C:13]2[CH:14]=[C:15]([CH:19]=[C:20]([F:22])[CH:21]=2)[C:16](O)=[O:17])[CH2:8][CH2:7]1)#[N:2].[CH2:45]([NH2:47])[CH3:46].C1COCC1.C(N(CC)CC)C.F[P-](F)(F)(F)(F)F.N1(O[P+](N(C)C)(N(C)C)N(C)C)C2C=CC=CC=2N=N1. Product: [C:1]([CH2:3][CH:4]([N:23]1[CH:27]=[C:26]([C:28]2[C:29]3[CH:36]=[CH:35][NH:34][C:30]=3[N:31]=[CH:32][N:33]=2)[CH:25]=[N:24]1)[CH2:5][N:6]1[CH2:7][CH2:8][CH:9]([O:12][C:13]2[CH:14]=[C:15]([CH:19]=[C:20]([F:22])[CH:21]=2)[C:16]([NH:47][CH2:45][CH3:46])=[O:17])[CH2:10][CH2:11]1)#[N:2]. The catalyst class is: 306. (3) Reactant: Cl.[C:2]1([CH3:10])[CH:7]=[CH:6][CH:5]=[CH:4][C:3]=1[NH:8][NH2:9].C(Cl)(Cl)(Cl)Cl.C(N(CC)CC)C.C(O[C:26]1([CH:38]=[CH:37][CH:36]=[C:35]([Br:39])[CH2:34]1)[CH:27]=[N:28][C:29](=O)[CH2:30][CH2:31][CH3:32])C. Product: [Br:39][C:35]1[CH:34]=[C:26]([C:27]2[N:28]=[C:29]([CH2:30][CH2:31][CH3:32])[N:8]([C:3]3[CH:4]=[CH:5][CH:6]=[CH:7][C:2]=3[CH3:10])[N:9]=2)[CH:38]=[CH:37][CH:36]=1. The catalyst class is: 6. (4) Reactant: [CH:1]([C:4]1[CH:8]=[C:7]([CH:9]([CH3:11])[CH3:10])[NH:6][N:5]=1)([CH3:3])[CH3:2].C([O-])([O-])=O.[K+].[K+].Cl[CH2:19][C:20]([N:22]1[CH2:27][CH2:26][N:25]([C:28]2[CH:33]=[CH:32][C:31]([F:34])=[CH:30][CH:29]=2)[CH2:24][CH2:23]1)=[O:21].CN(C=O)C. Product: [CH:1]([C:4]1[CH:8]=[C:7]([CH:9]([CH3:11])[CH3:10])[N:6]([CH2:19][C:20]([N:22]2[CH2:23][CH2:24][N:25]([C:28]3[CH:33]=[CH:32][C:31]([F:34])=[CH:30][CH:29]=3)[CH2:26][CH2:27]2)=[O:21])[N:5]=1)([CH3:3])[CH3:2]. The catalyst class is: 195. (5) Reactant: [CH2:1]([N:3]1[C:11]2[C:6](=[CH:7][CH:8]=[C:9]([N+:12]([O-])=O)[CH:10]=2)[C:5]([CH3:16])([CH3:15])[C:4]1=[O:17])[CH3:2]. Product: [NH2:12][C:9]1[CH:10]=[C:11]2[C:6]([C:5]([CH3:15])([CH3:16])[C:4](=[O:17])[N:3]2[CH2:1][CH3:2])=[CH:7][CH:8]=1. The catalyst class is: 111. (6) Reactant: [CH:1]1([C:4]2[C:5]([N:24]([C:29]3[CH:30]=[C:31]([F:42])[C:32]([N+:39]([O-])=O)=[C:33]([CH:38]=3)[C:34]([O:36][CH3:37])=[O:35])[S:25]([CH3:28])(=[O:27])=[O:26])=[CH:6][C:7]3[O:11][C:10]([C:12]4[CH:17]=[CH:16][C:15]([F:18])=[CH:14][CH:13]=4)=[C:9]([C:19](=[O:22])[NH:20][CH3:21])[C:8]=3[CH:23]=2)[CH2:3][CH2:2]1.CO. Product: [NH2:39][C:32]1[C:31]([F:42])=[CH:30][C:29]([N:24]([C:5]2[C:4]([CH:1]3[CH2:3][CH2:2]3)=[CH:23][C:8]3[C:9]([C:19](=[O:22])[NH:20][CH3:21])=[C:10]([C:12]4[CH:13]=[CH:14][C:15]([F:18])=[CH:16][CH:17]=4)[O:11][C:7]=3[CH:6]=2)[S:25]([CH3:28])(=[O:27])=[O:26])=[CH:38][C:33]=1[C:34]([O:36][CH3:37])=[O:35]. The catalyst class is: 123. (7) Reactant: [C:1]([NH:5][C:6]([C:8]1[C:16]2[C:11](=[N:12][CH:13]=[C:14]([NH:17][C:18]3[CH:19]=[N:20][CH:21]=[C:22]([S:24]([CH3:27])(=[O:26])=[O:25])[CH:23]=3)[N:15]=2)[N:10](COCC[Si](C)(C)C)[CH:9]=1)=[O:7])([CH3:4])([CH3:3])[CH3:2].FC(F)(F)C(O)=O. Product: [C:1]([NH:5][C:6]([C:8]1[C:16]2[C:11](=[N:12][CH:13]=[C:14]([NH:17][C:18]3[CH:19]=[N:20][CH:21]=[C:22]([S:24]([CH3:27])(=[O:25])=[O:26])[CH:23]=3)[N:15]=2)[NH:10][CH:9]=1)=[O:7])([CH3:4])([CH3:3])[CH3:2]. The catalyst class is: 4.